This data is from Reaction yield outcomes from USPTO patents with 853,638 reactions. The task is: Predict the reaction yield, written as a fraction of the theoretical maximum amount of product (1.0 means a 100% yield; for example, 0.34 means a 34% yield). (1) The reactants are [OH:1][CH2:2][C:3]1([CH2:7][O:8][C@H:9]2[CH2:14][CH2:13][C@H:12]([N:15]3[C:20](=[O:21])[C:19]([CH2:22][C:23]4[CH:28]=[CH:27][C:26]([C:29]5[C:30]([C:35]#[N:36])=[CH:31][CH:32]=[CH:33][CH:34]=5)=[CH:25][CH:24]=4)=[C:18]([CH2:37][CH2:38][CH3:39])[N:17]4[N:40]=[CH:41][N:42]=[C:16]34)[CH2:11][CH2:10]2)[CH2:6][CH2:5][CH2:4]1.N1C(C)=CC=CC=1C.O1CCCC1.FC(F)(F)S(O[Si:62]([C:65]([CH3:68])([CH3:67])[CH3:66])([CH3:64])[CH3:63])(=O)=O. The catalyst is C(OCC)(=O)C. The product is [Si:62]([O:1][CH2:2][C:3]1([CH2:7][O:8][C@H:9]2[CH2:14][CH2:13][C@H:12]([N:15]3[C:20](=[O:21])[C:19]([CH2:22][C:23]4[CH:24]=[CH:25][C:26]([C:29]5[C:30]([C:35]#[N:36])=[CH:31][CH:32]=[CH:33][CH:34]=5)=[CH:27][CH:28]=4)=[C:18]([CH2:37][CH2:38][CH3:39])[N:17]4[N:40]=[CH:41][N:42]=[C:16]34)[CH2:11][CH2:10]2)[CH2:4][CH2:5][CH2:6]1)([C:65]([CH3:68])([CH3:67])[CH3:66])([CH3:64])[CH3:63]. The yield is 0.860. (2) The reactants are [CH3:1][C:2]1[C:3]([CH2:8][N:9]([CH2:16][C:17]2[C:22]([CH3:23])=[CH:21][CH:20]=[CH:19][N:18]=2)[CH:10]2[CH2:15][CH2:14][NH:13][CH2:12][CH2:11]2)=[N:4][CH:5]=[CH:6][CH:7]=1.CCN(CC)CC.[C:31](Cl)(Cl)=[O:32].CCN(C(C)C)C(C)C.Cl.[CH3:45][NH:46][OH:47]. The catalyst is C1(C)C=CC=CC=1.C(Cl)Cl. The product is [OH:47][N:46]([CH3:45])[C:31]([N:13]1[CH2:14][CH2:15][CH:10]([N:9]([CH2:16][C:17]2[C:22]([CH3:23])=[CH:21][CH:20]=[CH:19][N:18]=2)[CH2:8][C:3]2[C:2]([CH3:1])=[CH:7][CH:6]=[CH:5][N:4]=2)[CH2:11][CH2:12]1)=[O:32]. The yield is 0.550.